Dataset: Catalyst prediction with 721,799 reactions and 888 catalyst types from USPTO. Task: Predict which catalyst facilitates the given reaction. (1) Reactant: [NH:1]([C:14]([O:16][CH2:17][CH:18]1[C:30]2[C:25](=[CH:26][CH:27]=[CH:28][CH:29]=2)[C:24]2[C:19]1=[CH:20][CH:21]=[CH:22][CH:23]=2)=[O:15])[C@@H:2]([C:11](O)=[O:12])[CH2:3][C:4](=[O:10])[O:5][C:6]([CH3:9])([CH3:8])[CH3:7].C(N(CC)C(C)C)(C)C.ClC(OCC(C)C)=O.[BH4-].[Na+]. Product: [CH:20]1[C:19]2[CH:18]([CH2:17][O:16][C:14]([NH:1][C@@H:2]([CH2:11][OH:12])[CH2:3][C:4]([O:5][C:6]([CH3:7])([CH3:9])[CH3:8])=[O:10])=[O:15])[C:30]3[C:25](=[CH:26][CH:27]=[CH:28][CH:29]=3)[C:24]=2[CH:23]=[CH:22][CH:21]=1. The catalyst class is: 370. (2) Reactant: [Cl:1][C:2]1[N:7]=[C:6](Cl)[C:5]([F:9])=[CH:4][N:3]=1.[C:10]([C:13]1[CH:18]=[CH:17][C:16](B(O)O)=[CH:15][CH:14]=1)([OH:12])=[O:11].C([O-])([O-])=O.[Na+].[Na+]. Product: [Cl:1][C:2]1[N:7]=[C:6]([C:16]2[CH:17]=[CH:18][C:13]([C:10]([OH:12])=[O:11])=[CH:14][CH:15]=2)[C:5]([F:9])=[CH:4][N:3]=1. The catalyst class is: 564. (3) Reactant: [C:1]([O:5][C:6]([NH:8][C@@H:9]([C:13]1[CH:17]=[CH:16][S:15][CH:14]=1)[C:10](O)=[O:11])=[O:7])([CH3:4])([CH3:3])[CH3:2]. Product: [C:1]([O:5][C:6](=[O:7])[NH:8][C@@H:9]([C:13]1[CH:17]=[CH:16][S:15][CH:14]=1)[CH2:10][OH:11])([CH3:4])([CH3:2])[CH3:3]. The catalyst class is: 1. (4) Reactant: [CH3:1][C:2]1[N:7]=[C:6]([NH2:8])[CH:5]=[CH:4][CH:3]=1.C1C(=O)N([Cl:16])C(=O)C1. Product: [Cl:16][C:3]1[CH:4]=[CH:5][C:6]([NH2:8])=[N:7][C:2]=1[CH3:1]. The catalyst class is: 3. (5) Reactant: [F:1][C:2]1[C:3]([C:14]([O:16]CC)=[O:15])=[N:4][O:5][C:6]=1[C:7]1[CH:12]=[CH:11][C:10]([F:13])=[CH:9][CH:8]=1.[Li+].[OH-].Cl. Product: [F:1][C:2]1[C:3]([C:14]([OH:16])=[O:15])=[N:4][O:5][C:6]=1[C:7]1[CH:8]=[CH:9][C:10]([F:13])=[CH:11][CH:12]=1. The catalyst class is: 20.